This data is from Full USPTO retrosynthesis dataset with 1.9M reactions from patents (1976-2016). The task is: Predict the reactants needed to synthesize the given product. (1) Given the product [Br:1][C:2]1[CH:10]=[C:9]([F:11])[CH:8]=[C:7]2[C:3]=1[C:4]([S:22][C:23]1[CH:24]=[CH:25][C:26]([Cl:29])=[CH:27][CH:28]=1)=[C:5]1[CH:15]([CH2:17][C:18]([O:20][CH3:21])=[O:19])[CH2:14][CH2:13][CH2:12][N:6]12, predict the reactants needed to synthesize it. The reactants are: [Br:1][C:2]1[CH:10]=[C:9]([F:11])[CH:8]=[C:7]2[C:3]=1[C:4]([S:22][C:23]1[CH:28]=[CH:27][C:26]([Cl:29])=[CH:25][CH:24]=1)=[C:5]1[C:15]([CH2:17][C:18]([O:20][CH3:21])=[O:19])(O)[CH2:14][CH2:13][CH2:12][N:6]12.FC(F)(F)C(O)=O.C([SiH](CC)CC)C.O. (2) Given the product [S:1]1[C:5]2[CH:6]=[CH:7][CH:8]=[CH:9][C:4]=2[CH:3]=[C:2]1[C:10]1[CH2:21][C:15]([CH2:13][CH3:14])([C:16]([O:18][CH2:19][CH3:20])=[O:17])[O:12][N:11]=1, predict the reactants needed to synthesize it. The reactants are: [S:1]1[C:5]2[CH:6]=[CH:7][CH:8]=[CH:9][C:4]=2[CH:3]=[C:2]1[CH:10]=[N:11][OH:12].[CH2:13]([C:15](=[CH2:21])[C:16]([O:18][CH2:19][CH3:20])=[O:17])[CH3:14].Cl[O-].[Na+].O. (3) Given the product [CH2:20]([O:19][C:17]1[N:16]=[CH:15][CH:14]=[C:13]2[C:18]=1[CH:9]([C:6]1[CH:7]=[CH:8][C:3]([C:1]#[N:2])=[CH:4][C:5]=1[O:26][CH3:27])[C:10]([C:23]([N:30]1[CH:34]=[CH:33][N:32]=[CH:31]1)=[O:25])=[C:11]([CH3:22])[NH:12]2)[CH3:21], predict the reactants needed to synthesize it. The reactants are: [C:1]([C:3]1[CH:8]=[CH:7][C:6]([CH:9]2[C:18]3[C:13](=[CH:14][CH:15]=[N:16][C:17]=3[O:19][CH2:20][CH3:21])[NH:12][C:11]([CH3:22])=[C:10]2[C:23]([OH:25])=O)=[C:5]([O:26][CH3:27])[CH:4]=1)#[N:2].C([N:30]1[CH:34]=[CH:33][N:32]=[CH:31]1)([N:30]1[CH:34]=[CH:33][N:32]=[CH:31]1)=O. (4) Given the product [CH2:18]([O:10][C:9]1[C:2]([F:1])=[CH:3][C:4]([CH:5]=[O:6])=[CH:7][C:8]=1[F:11])[C:19]1[CH:24]=[CH:23][CH:22]=[CH:21][CH:20]=1, predict the reactants needed to synthesize it. The reactants are: [F:1][C:2]1[CH:3]=[C:4]([CH:7]=[C:8]([F:11])[C:9]=1[OH:10])[CH:5]=[O:6].C([O-])([O-])=O.[Cs+].[Cs+].[CH2:18](Br)[C:19]1[CH:24]=[CH:23][CH:22]=[CH:21][CH:20]=1. (5) Given the product [CH2:49]([N:37]1[C:36](=[O:58])[C:35]([CH2:32][OH:33])=[CH:40][C:39]([C:41]2[CH:46]=[CH:45][C:44]([F:47])=[C:43]([CH3:48])[CH:42]=2)=[N:38]1)[CH:50]=[CH:51][C:52]1[CH:57]=[CH:56][CH:55]=[CH:54][CH:53]=1, predict the reactants needed to synthesize it. The reactants are: FC1C=C(F)C=CC=1C1C=C(CN2C(=O)C3=CC=CC=C3C2=O)C(=O)N(CC(C)C)N=1.[C:32]([C:35]1[C:36](=[O:58])[N:37]([CH2:49][CH:50]=[CH:51][C:52]2[CH:57]=[CH:56][CH:55]=[CH:54][CH:53]=2)[N:38]=[C:39]([C:41]2[CH:46]=[CH:45][C:44]([F:47])=[C:43]([CH3:48])[CH:42]=2)[CH:40]=1)(O)=[O:33].